Task: Predict the product of the given reaction.. Dataset: Forward reaction prediction with 1.9M reactions from USPTO patents (1976-2016) (1) Given the reactants [O:1]=[CH:2][C@H:3]([C@@H:5]([C@@H:7]([CH2:9][OH:10])[OH:8])[OH:6])[OH:4].O.O.O.O.O.O.[Cl-].[Cr+3:18].[Cl-].[Cl-].[C:21](=[O:24])([O-:23])[O-:22].[Na+].[Na+].[OH-].[Na+].O=C[C@H]([C@@H]([C@@H](CO)O)O)O.[Cr], predict the reaction product. The product is: [C:21](=[O:22])([O-:24])[O-:23].[O:1]=[CH:2][C@H:3]([C@@H:5]([C@@H:7]([CH2:9][OH:10])[OH:8])[OH:6])[OH:4].[Cr+3:18].[C:21](=[O:22])([O-:24])[O-:23].[C:21](=[O:22])([O-:24])[O-:23].[Cr+3:18]. (2) Given the reactants [C:1]([O:4][C@@H:5]([CH3:23])[C:6]([O:8][N:9]=[C:10]([NH2:22])[C:11]1[CH:16]=[C:15]([C:17]([F:20])([F:19])[F:18])[CH:14]=[C:13]([F:21])[CH:12]=1)=O)(=[O:3])[CH3:2].[F-].C([N+](CCCC)(CCCC)CCCC)CCC.C(OCC)(=O)C, predict the reaction product. The product is: [C:1]([O:4][C@H:5]([C:6]1[O:8][N:9]=[C:10]([C:11]2[CH:12]=[C:13]([F:21])[CH:14]=[C:15]([C:17]([F:20])([F:19])[F:18])[CH:16]=2)[N:22]=1)[CH3:23])(=[O:3])[CH3:2]. (3) The product is: [NH2:29][C:30]1[S:34][C:33]([C:35]2[C:40]([F:41])=[CH:39][CH:38]=[CH:37][C:36]=2[F:42])=[N:32][C:31]=1[C:43]([NH:1][C:2]1[CH:3]=[N:4][CH:5]=[CH:6][C:7]=1[N:8]1[CH2:13][CH2:12][CH2:11][C@H:10]([NH2:14])[CH2:9]1)=[O:44]. Given the reactants [NH2:1][C:2]1[CH:3]=[N:4][CH:5]=[CH:6][C:7]=1[N:8]1[CH2:13][CH2:12][CH2:11][C@@H:10]([NH:14]C(=O)OC(C)(C)C)[CH2:9]1.C(OC([NH:29][C:30]1[S:34][C:33]([C:35]2[C:40]([F:41])=[CH:39][CH:38]=[CH:37][C:36]=2[F:42])=[N:32][C:31]=1[C:43](O)=[O:44])=O)(C)(C)C, predict the reaction product.